From a dataset of Full USPTO retrosynthesis dataset with 1.9M reactions from patents (1976-2016). Predict the reactants needed to synthesize the given product. The reactants are: C([O:3][C:4]([C:6]1[C:15](=[O:16])[C:14]2[C:9](=[CH:10][CH:11]=[C:12]([C:17](=[O:19])[CH3:18])[CH:13]=2)[N:8]([CH2:20][C:21]2[CH:26]=[CH:25][C:24]([F:27])=[CH:23][CH:22]=2)[CH:7]=1)=[O:5])C.[OH-].[Na+].O.Cl. Given the product [F:27][C:24]1[CH:23]=[CH:22][C:21]([CH2:20][N:8]2[C:9]3[C:14](=[CH:13][C:12]([C:17](=[O:19])[CH3:18])=[CH:11][CH:10]=3)[C:15](=[O:16])[C:6]([C:4]([OH:5])=[O:3])=[CH:7]2)=[CH:26][CH:25]=1, predict the reactants needed to synthesize it.